Task: Predict the reaction yield, written as a fraction of the theoretical maximum amount of product (1.0 means a 100% yield; for example, 0.34 means a 34% yield).. Dataset: Reaction yield outcomes from USPTO patents with 853,638 reactions (1) The reactants are [F:1][CH2:2][CH2:3][NH:4][C:5](=[O:11])[O:6][C:7]([CH3:10])([CH3:9])[CH3:8].[H-].[Na+].I[CH3:15]. The catalyst is C1COCC1. The product is [F:1][CH2:2][CH2:3][N:4]([CH3:15])[C:5](=[O:11])[O:6][C:7]([CH3:8])([CH3:10])[CH3:9]. The yield is 0.900. (2) The reactants are [NH2:1][CH2:2][C@H:3]([OH:15])[CH2:4][N:5]1[CH2:14][CH2:13][C:12]2[C:7](=[CH:8][CH:9]=[CH:10][CH:11]=2)[CH2:6]1.CCN(CC)CC.[Cl:23][C:24]1[N:29]=[CH:28][N:27]=[C:26]([C:30](Cl)=[O:31])[CH:25]=1. The catalyst is C(Cl)Cl. The product is [Cl:23][C:24]1[N:29]=[CH:28][N:27]=[C:26]([C:30]([NH:1][CH2:2][C@H:3]([OH:15])[CH2:4][N:5]2[CH2:14][CH2:13][C:12]3[C:7](=[CH:8][CH:9]=[CH:10][CH:11]=3)[CH2:6]2)=[O:31])[CH:25]=1. The yield is 0.600. (3) The reactants are [CH3:1][Si:2]([CH3:21])([CH3:20])[CH2:3][CH2:4][O:5][CH2:6][N:7]1[C:11]2=[N:12][CH:13]=[CH:14][CH:15]=[C:10]2[C:9]([C:16]([O:18][CH3:19])=[O:17])=[N:8]1.[B:22]1([B:22]2[O:26][C:25]([CH3:28])([CH3:27])[C:24]([CH3:30])([CH3:29])[O:23]2)[O:26][C:25]([CH3:28])([CH3:27])[C:24]([CH3:30])([CH3:29])[O:23]1. The catalyst is CC1CCCO1.ClCCl.C[O-].C[O-].C1CC=CCCC=C1.C1CC=CCCC=C1.[Ir].[Ir].C(C1C=CN=C(C2C=C(C(C)(C)C)C=CN=2)C=1)(C)(C)C. The product is [CH3:29][C:24]1([CH3:30])[C:25]([CH3:28])([CH3:27])[O:26][B:22]([C:14]2[CH:15]=[C:10]3[C:9]([C:16]([O:18][CH3:19])=[O:17])=[N:8][N:7]([CH2:6][O:5][CH2:4][CH2:3][Si:2]([CH3:20])([CH3:21])[CH3:1])[C:11]3=[N:12][CH:13]=2)[O:23]1. The yield is 0.600.